This data is from Forward reaction prediction with 1.9M reactions from USPTO patents (1976-2016). The task is: Predict the product of the given reaction. Given the reactants [CH2:1]([N:8]1[CH2:13][CH2:12][NH:11][C@H:10]([CH2:14][C:15]2[CH:20]=[CH:19][CH:18]=[CH:17][CH:16]=2)[CH2:9]1)[C:2]1[CH:7]=[CH:6][CH:5]=[CH:4][CH:3]=1.C(N(CC)CC)C.[CH3:28][S:29](Cl)(=[O:31])=[O:30], predict the reaction product. The product is: [CH2:14]([C@@H:10]1[CH2:9][N:8]([CH2:1][C:2]2[CH:3]=[CH:4][CH:5]=[CH:6][CH:7]=2)[CH2:13][CH2:12][N:11]1[S:29]([CH3:28])(=[O:31])=[O:30])[C:15]1[CH:20]=[CH:19][CH:18]=[CH:17][CH:16]=1.